From a dataset of Full USPTO retrosynthesis dataset with 1.9M reactions from patents (1976-2016). Predict the reactants needed to synthesize the given product. (1) Given the product [C:28]([O-:30])(=[O:29])[CH3:27].[NH4+:9].[Cl:1][C:2]1[CH:7]=[CH:6][CH:5]=[C:4]([Cl:8])[C:3]=1[N:9]1[CH:20]=[C:19]([CH:21]=[CH2:22])[C:12]2[N:13]=[C:14]([NH:46][C:45]3[CH:44]=[CH:43][C:42]([N:39]4[CH2:38][CH2:37][N:36]([CH3:35])[CH2:41][CH2:40]4)=[CH:48][CH:47]=3)[N:15]=[CH:16][C:11]=2[C:10]1=[O:23], predict the reactants needed to synthesize it. The reactants are: [Cl:1][C:2]1[CH:7]=[CH:6][CH:5]=[C:4]([Cl:8])[C:3]=1[N:9]1[CH:20]=[C:19]([CH:21]=[CH2:22])[C:12]2[N:13]=[C:14](SC)[N:15]=[CH:16][C:11]=2[C:10]1=[O:23].ClC1C=[C:27](C=CC=1)[C:28]([O:30]O)=[O:29].[CH3:35][N:36]1[CH2:41][CH2:40][N:39]([C:42]2[CH:48]=[CH:47][C:45]([NH2:46])=[CH:44][CH:43]=2)[CH2:38][CH2:37]1.C(O)(C(F)(F)F)=O. (2) Given the product [CH3:1][C:2]1[CH:9]=[C:8]([CH3:10])[CH:7]=[CH:6][C:3]=1[CH2:4][N:18]1[C:26]2[C:21](=[CH:22][CH:23]=[C:24]([CH2:27][C:28]([OH:30])=[O:29])[CH:25]=2)[CH:20]=[CH:19]1.[CH2:11]([N:18]1[C:26]2[C:21](=[CH:22][CH:23]=[C:24]([CH2:27][C:28]([OH:30])=[O:29])[CH:25]=2)[CH:20]=[CH:19]1)[C:12]1[CH:13]=[CH:14][CH:15]=[CH:16][CH:17]=1, predict the reactants needed to synthesize it. The reactants are: [CH3:1][C:2]1[CH:9]=[C:8]([CH3:10])[CH:7]=[CH:6][C:3]=1[CH2:4]Cl.[CH2:11]([N:18]1[C:26]2[C:21](=[CH:22][CH:23]=[C:24]([CH2:27][C:28]([OH:30])=[O:29])[CH:25]=2)[CH:20]=[CH:19]1)[C:12]1[CH:17]=[CH:16][CH:15]=[CH:14][CH:13]=1. (3) Given the product [Cl:1][C:2]1[N:11]=[CH:10][C:9]2[N:8]([CH2:23][C:24]3[O:25][C:26]([CH2:29][CH3:30])=[N:27][N:28]=3)[CH2:7][C@@H:6]3[CH2:12][O:13][CH2:14][CH2:15][N:5]3[C:4]=2[N:3]=1, predict the reactants needed to synthesize it. The reactants are: [Cl:1][C:2]1[N:11]=[CH:10][C:9]2[NH:8][CH2:7][C@@H:6]3[CH2:12][O:13][CH2:14][CH2:15][N:5]3[C:4]=2[N:3]=1.CC(C)([O-])C.[Na+].Cl[CH2:23][C:24]1[O:25][C:26]([CH2:29][CH3:30])=[N:27][N:28]=1. (4) Given the product [N:25]1([CH2:2][C:3]([N:5]2[CH2:13][C:12]3[C:11]([NH:14][C:15]4[CH:16]=[N:17][C:18]5[C:23]([CH:24]=4)=[CH:22][CH:21]=[CH:20][CH:19]=5)=[N:10][CH:9]=[N:8][C:7]=3[CH2:6]2)=[O:4])[CH2:30][CH2:29][CH2:28][CH2:27][CH2:26]1, predict the reactants needed to synthesize it. The reactants are: Cl[CH2:2][C:3]([N:5]1[CH2:13][C:12]2[C:11]([NH:14][C:15]3[CH:16]=[N:17][C:18]4[C:23]([CH:24]=3)=[CH:22][CH:21]=[CH:20][CH:19]=4)=[N:10][CH:9]=[N:8][C:7]=2[CH2:6]1)=[O:4].[NH:25]1[CH2:30][CH2:29][CH2:28][CH2:27][CH2:26]1.CS(C)=O. (5) Given the product [CH3:31][C:27]1[C:28]([C:29]#[N:30])=[C:23]([NH:21][C@H:19]([C:9]2[N:8]=[C:7]3[CH:6]=[CH:5][N:4]([CH3:3])[C:12]3=[CH:11][C:10]=2[C:13]2[C:14]([CH3:18])=[N:15][NH:16][CH:17]=2)[CH3:20])[N:24]=[C:25]([S:32][CH3:33])[N:26]=1, predict the reactants needed to synthesize it. The reactants are: Cl.Cl.[CH3:3][N:4]1[C:12]2[C:7](=[N:8][C:9]([C@@H:19]([NH2:21])[CH3:20])=[C:10]([C:13]3[C:14]([CH3:18])=[N:15][NH:16][CH:17]=3)[CH:11]=2)[CH:6]=[CH:5]1.Cl[C:23]1[C:28]([C:29]#[N:30])=[C:27]([CH3:31])[N:26]=[C:25]([S:32][CH3:33])[N:24]=1.C(N(C(C)C)C(C)C)C. (6) Given the product [CH:6]1([CH2:5][CH:4]([C:11]2[CH:16]=[CH:15][C:14]([C:17]#[C:18][C:19]([OH:23])([CH3:22])[CH2:20][CH3:21])=[CH:13][CH:12]=2)[C:3]([OH:24])=[O:2])[CH2:10][CH2:9][CH2:8][CH2:7]1, predict the reactants needed to synthesize it. The reactants are: C[O:2][C:3](=[O:24])[CH:4]([C:11]1[CH:16]=[CH:15][C:14]([C:17]#[C:18][C:19]([OH:23])([CH3:22])[CH2:20][CH3:21])=[CH:13][CH:12]=1)[CH2:5][CH:6]1[CH2:10][CH2:9][CH2:8][CH2:7]1.[OH-].[Li+]. (7) Given the product [F:1][C@H:2]1[CH2:4][C@H:3]1[C:5]([NH:7][C:8]1[N:9]=[CH:10][C:11]2[C:16]([CH:17]=1)=[CH:15][CH:14]=[C:13]([C:18]1[CH:19]=[N:20][C:21]([S:25]([CH3:26])=[O:29])=[CH:22][C:23]=1[CH3:24])[CH:12]=2)=[O:6], predict the reactants needed to synthesize it. The reactants are: [F:1][C@H:2]1[CH2:4][C@H:3]1[C:5]([NH:7][C:8]1[N:9]=[CH:10][C:11]2[C:16]([CH:17]=1)=[CH:15][CH:14]=[C:13]([C:18]1[CH:19]=[N:20][C:21]([S:25][CH3:26])=[CH:22][C:23]=1[CH3:24])[CH:12]=2)=[O:6].C(O)(=[O:29])C.OO.